From a dataset of Forward reaction prediction with 1.9M reactions from USPTO patents (1976-2016). Predict the product of the given reaction. Given the reactants C[O:2][C:3](=[O:24])[C:4]1[CH:9]=[C:8]([C:10]2[S:11][CH:12]=[C:13]([C:15]3[CH:20]=[CH:19][C:18]([Cl:21])=[C:17]([Cl:22])[CH:16]=3)[N:14]=2)[CH:7]=[CH:6][C:5]=1Br.[Cl:25][C:26]1[CH:27]=[C:28](B(O)O)[CH:29]=[N:30][CH:31]=1, predict the reaction product. The product is: [Cl:25][C:26]1[CH:27]=[C:28]([C:5]2[CH:6]=[CH:7][C:8]([C:10]3[S:11][CH:12]=[C:13]([C:15]4[CH:20]=[CH:19][C:18]([Cl:21])=[C:17]([Cl:22])[CH:16]=4)[N:14]=3)=[CH:9][C:4]=2[C:3]([OH:2])=[O:24])[CH:29]=[N:30][CH:31]=1.